From a dataset of Reaction yield outcomes from USPTO patents with 853,638 reactions. Predict the reaction yield, written as a fraction of the theoretical maximum amount of product (1.0 means a 100% yield; for example, 0.34 means a 34% yield). (1) The reactants are C1(CCO[C:7]2[CH:19]=[CH:18][C:10]([C:11]([NH:13][CH2:14][C:15]([OH:17])=[O:16])=[O:12])=[CH:9][CH:8]=2)CC1.OC1C=CC(C(OC)=O)=CC=1.[F:31][C:32]([F:37])([F:36])[CH2:33][CH2:34][OH:35]. No catalyst specified. The product is [F:31][C:32]([F:37])([F:36])[CH2:33][CH2:34][O:35][C:7]1[CH:19]=[CH:18][C:10]([C:11]([NH:13][CH2:14][C:15]([OH:17])=[O:16])=[O:12])=[CH:9][CH:8]=1. The yield is 0.140. (2) The reactants are [H-].[Na+].[CH3:3][C:4]([CH3:11])=[CH:5][CH2:6][CH2:7][C:8](=[O:10])[CH3:9].[CH2:12]([O:14][C:15](=[O:21])[C:16](OCC)=[O:17])[CH3:13].CC[O-].[Na+]. The catalyst is CCO. The product is [CH2:12]([O:14][C:15](=[O:21])[C:16](=[O:17])[CH2:9][C:8](=[O:10])[CH2:7][CH2:6][CH:5]=[C:4]([CH3:11])[CH3:3])[CH3:13]. The yield is 0.438. (3) The reactants are Br[C:2]1[CH:3]=[C:4]([C:8]([C:10]2[N:18]3[C:13]([CH:14]=[C:15]([CH:19]([CH3:21])[CH3:20])[CH:16]=[CH:17]3)=[C:12]([C:22](=[O:27])[C:23]([CH3:26])([CH3:25])[CH3:24])[C:11]=2[CH2:28][C:29]([CH3:35])([CH3:34])[C:30]([O:32][CH3:33])=[O:31])=[O:9])[CH:5]=[CH:6][CH:7]=1.[CH3:36][O:37][C:38]1[CH:43]=[CH:42][C:41](B(O)O)=[CH:40][N:39]=1.C([O-])([O-])=O.[Na+].[Na+]. The catalyst is C1COCC1.C1C=CC([P]([Pd]([P](C2C=CC=CC=2)(C2C=CC=CC=2)C2C=CC=CC=2)([P](C2C=CC=CC=2)(C2C=CC=CC=2)C2C=CC=CC=2)[P](C2C=CC=CC=2)(C2C=CC=CC=2)C2C=CC=CC=2)(C2C=CC=CC=2)C2C=CC=CC=2)=CC=1. The product is [CH3:24][C:23]([CH3:25])([CH3:26])[C:22]([C:12]1[C:11]([CH2:28][C:29]([CH3:34])([CH3:35])[C:30]([O:32][CH3:33])=[O:31])=[C:10]([C:8]([C:4]2[CH:5]=[CH:6][CH:7]=[C:2]([C:41]3[CH:40]=[N:39][C:38]([O:37][CH3:36])=[CH:43][CH:42]=3)[CH:3]=2)=[O:9])[N:18]2[C:13]=1[CH:14]=[C:15]([CH:19]([CH3:20])[CH3:21])[CH:16]=[CH:17]2)=[O:27]. The yield is 0.250. (4) The reactants are CC1(C)[O:9][C:8](=[O:10])[C:5]2([CH2:7][CH2:6]2)[C:4](=[O:11])O1.[NH2:13][C:14]1[CH:19]=[CH:18][C:17]([C:20](=[O:22])[CH3:21])=[CH:16][CH:15]=1. The catalyst is C(O)C. The product is [C:20]([C:17]1[CH:18]=[CH:19][C:14]([N:13]2[CH2:6][CH2:7][CH:5]([C:8]([OH:9])=[O:10])[C:4]2=[O:11])=[CH:15][CH:16]=1)(=[O:22])[CH3:21]. The yield is 0.420.